Dataset: Forward reaction prediction with 1.9M reactions from USPTO patents (1976-2016). Task: Predict the product of the given reaction. (1) The product is: [CH3:1][C:2]1[CH:3]=[CH:4][C:5]([OH:24])=[C:6]([C@@H:8]([C:18]2[CH:19]=[CH:20][CH:21]=[CH:22][CH:23]=2)[CH2:9][CH2:10][N:11]([CH:12]([CH3:14])[CH3:13])[CH:15]([CH3:16])[CH3:17])[CH:7]=1.[NH:25]1[C:29](=[O:30])[CH2:28][CH2:27][C@H:26]1[C:31]([O-:33])=[O:32]. Given the reactants [CH3:1][C:2]1[CH:3]=[CH:4][C:5]([OH:24])=[C:6]([C@@H:8]([C:18]2[CH:19]=[CH:20][CH:21]=[CH:22][CH:23]=2)[CH2:9][CH2:10][N:11]([CH:15]([CH3:17])[CH3:16])[CH:12]([CH3:14])[CH3:13])[CH:7]=1.[NH:25]1[C:29](=[O:30])[CH2:28][CH2:27][C@H:26]1[C:31]([OH:33])=[O:32], predict the reaction product. (2) Given the reactants [CH2:1]([O:3][C:4](=[O:27])[C@@H:5]([CH2:12][C:13]1[CH:18]=[C:17]([CH3:19])[C:16]([NH2:20])=[C:15]([CH3:21])[C:14]=1[CH2:22][O:23]C(=O)C)[CH2:6][C:7]([O:9][CH2:10]C)=[O:8])C.COC(=O)[C@@H](CC1C(CO)=C2C(=CC=1)N[N:42]=C2)CC(OC)=O, predict the reaction product. The product is: [CH3:19][C:17]1[CH:18]=[C:13]([CH2:12][C@@H:5]([CH2:6][C:7]([O:9][CH3:10])=[O:8])[C:4]([O:3][CH3:1])=[O:27])[C:14]([CH2:22][OH:23])=[C:15]2[C:16]=1[NH:20][N:42]=[CH:21]2. (3) The product is: [Cl:1][C:2]1[CH:8]=[C:7]([O:9][C:10]2[C:11]3[N:18]([CH3:19])[CH:17]=[CH:16][C:12]=3[N:13]=[CH:14][N:15]=2)[CH:6]=[CH:5][C:3]=1[NH:4][C:27]([NH:47][C:46]1[CH:48]=[C:49]([C:51]([F:54])([F:52])[F:53])[CH:50]=[C:44]([CH2:43][N:40]2[CH2:41][CH2:42][N:37]([CH3:36])[CH2:38][CH2:39]2)[CH:45]=1)=[O:28]. Given the reactants [Cl:1][C:2]1[CH:8]=[C:7]([O:9][C:10]2[C:11]3[N:18]([CH3:19])[CH:17]=[CH:16][C:12]=3[N:13]=[CH:14][N:15]=2)[CH:6]=[CH:5][C:3]=1[NH2:4].N1C=CC=CC=1.Cl[C:27](OC1C=CC=CC=1)=[O:28].[CH3:36][N:37]1[CH2:42][CH2:41][N:40]([CH2:43][C:44]2[CH:45]=[C:46]([CH:48]=[C:49]([C:51]([F:54])([F:53])[F:52])[CH:50]=2)[NH2:47])[CH2:39][CH2:38]1, predict the reaction product. (4) Given the reactants C([O-])([O-])=O.[K+].[K+].[CH3:7][O:8][C:9](=[O:17])[C:10]1[CH:15]=[CH:14][C:13]([OH:16])=[CH:12][CH:11]=1.Br[CH2:19][CH2:20][CH2:21][CH2:22][CH2:23][CH2:24][CH2:25][CH2:26][CH2:27][CH3:28], predict the reaction product. The product is: [CH2:19]([O:16][C:13]1[CH:14]=[CH:15][C:10]([C:9]([O:8][CH3:7])=[O:17])=[CH:11][CH:12]=1)[CH2:20][CH2:21][CH2:22][CH2:23][CH2:24][CH2:25][CH2:26][CH2:27][CH3:28]. (5) Given the reactants Br[C:2](Br)([CH2:5][CH3:6])[CH2:3][CH3:4].[C:8]1(=[O:14])[CH2:13][CH2:12][CH2:11][CH2:10][CH2:9]1.[K].C([O-])(C)(C)C.Cl, predict the reaction product. The product is: [C:8]1(=[O:14])[C:13]2([CH2:6][CH2:5][CH2:2][CH2:3][CH2:4]2)[CH2:12][CH2:11][CH2:10][CH2:9]1. (6) Given the reactants Cl[C:2]1[N:7]2[N:8]=[C:9]([CH3:11])[CH:10]=[C:6]2[N:5]=[C:4]([NH:12][C:13](=[O:25])[C:14]2[CH:19]=[CH:18][C:17]([O:20][C:21]([F:24])([F:23])[F:22])=[CH:16][CH:15]=2)[CH:3]=1.Cl.[NH:27]1[CH2:32][CH2:31][CH:30]([NH:33][C:34]([NH2:36])=[O:35])[CH2:29][CH2:28]1.C(N(CC)C(C)C)(C)C, predict the reaction product. The product is: [CH3:11][C:9]1[CH:10]=[C:6]2[N:5]=[C:4]([NH:12][C:13](=[O:25])[C:14]3[CH:19]=[CH:18][C:17]([O:20][C:21]([F:24])([F:23])[F:22])=[CH:16][CH:15]=3)[CH:3]=[C:2]([N:27]3[CH2:32][CH2:31][CH:30]([NH:33][C:34]([NH2:36])=[O:35])[CH2:29][CH2:28]3)[N:7]2[N:8]=1.